This data is from Forward reaction prediction with 1.9M reactions from USPTO patents (1976-2016). The task is: Predict the product of the given reaction. (1) Given the reactants F[C:2]1[CH:9]=[CH:8][CH:7]=[CH:6][C:3]=1[CH:4]=[O:5].[CH3:10][CH:11]1[CH2:16][NH:15][CH2:14][CH:13]([CH3:17])[NH:12]1, predict the reaction product. The product is: [CH3:10][CH:11]1[NH:12][CH:13]([CH3:17])[CH2:14][N:15]([C:2]2[CH:9]=[CH:8][CH:7]=[CH:6][C:3]=2[CH:4]=[O:5])[CH2:16]1. (2) Given the reactants [S:1]1[C:5]([C:6]2[C:13]([C:14]#[N:15])=[C:12]([OH:16])[C:11]([O:17]C)=[CH:10][C:7]=2[C:8]#[N:9])=[CH:4][C:3]2[CH:19]=[CH:20][CH:21]=[CH:22][C:2]1=2.BrC1C(C#N)=C(O)C(OC)=CC=1C#N.B(O)(O)C1SC2C(=CC=CC=2)C=1, predict the reaction product. The product is: [S:1]1[C:5]([C:6]2[C:13]([C:14]#[N:15])=[C:12]([OH:16])[C:11]([OH:17])=[CH:10][C:7]=2[C:8]#[N:9])=[CH:4][C:3]2[CH:19]=[CH:20][CH:21]=[CH:22][C:2]1=2. (3) Given the reactants [NH2:1][C:2]1[N:3]=[CH:4][C:5]([C:21]2[CH:31]=[CH:30][C:24]([C:25]([N:27]([CH3:29])[CH3:28])=[O:26])=[CH:23][CH:22]=2)=[N:6][C:7]=1[C:8](=O)[NH:9][NH:10][C:11](=[O:19])[C:12]1[CH:17]=[CH:16][C:15]([CH3:18])=[CH:14][CH:13]=1.O=P(Cl)(Cl)Cl, predict the reaction product. The product is: [NH2:1][C:2]1[N:3]=[CH:4][C:5]([C:21]2[CH:22]=[CH:23][C:24]([C:25]([N:27]([CH3:29])[CH3:28])=[O:26])=[CH:30][CH:31]=2)=[N:6][C:7]=1[C:8]1[O:19][C:11]([C:12]2[CH:13]=[CH:14][C:15]([CH3:18])=[CH:16][CH:17]=2)=[N:10][N:9]=1.